This data is from NCI-60 drug combinations with 297,098 pairs across 59 cell lines. The task is: Regression. Given two drug SMILES strings and cell line genomic features, predict the synergy score measuring deviation from expected non-interaction effect. (1) Drug 1: C1CCC(C(C1)N)N.C(=O)(C(=O)[O-])[O-].[Pt+4]. Drug 2: CC(C)CN1C=NC2=C1C3=CC=CC=C3N=C2N. Cell line: ACHN. Synergy scores: CSS=10.4, Synergy_ZIP=-6.08, Synergy_Bliss=3.13, Synergy_Loewe=0.917, Synergy_HSA=1.76. (2) Cell line: A549. Drug 2: CCC1=C2CN3C(=CC4=C(C3=O)COC(=O)C4(CC)O)C2=NC5=C1C=C(C=C5)O. Drug 1: CC1=C(C=C(C=C1)NC2=NC=CC(=N2)N(C)C3=CC4=NN(C(=C4C=C3)C)C)S(=O)(=O)N.Cl. Synergy scores: CSS=15.4, Synergy_ZIP=0.834, Synergy_Bliss=1.92, Synergy_Loewe=-33.2, Synergy_HSA=2.14.